Dataset: Full USPTO retrosynthesis dataset with 1.9M reactions from patents (1976-2016). Task: Predict the reactants needed to synthesize the given product. (1) Given the product [CH2:20]([O:1][C:2]1[CH:3]=[C:4]([CH:9]=[CH:10][CH:11]=1)[C:5]([O:7][CH3:8])=[O:6])[CH:19]=[CH2:18], predict the reactants needed to synthesize it. The reactants are: [OH:1][C:2]1[CH:3]=[C:4]([CH:9]=[CH:10][CH:11]=1)[C:5]([O:7][CH3:8])=[O:6].C(=O)([O-])[O-].[K+].[K+].[CH2:18](Br)[CH:19]=[CH2:20]. (2) Given the product [F:35][C:33]1[CH:32]=[CH:31][CH:30]=[C:29]2[C:34]=1[C:25]([NH:5][C:4]1[CH:6]=[CH:7][C:8]([O:9][C:10]3[CH:11]=[N:12][C:13]([CH3:16])=[CH:14][CH:15]=3)=[C:2]([CH3:1])[CH:3]=1)=[N:26][CH:27]=[N:28]2, predict the reactants needed to synthesize it. The reactants are: [CH3:1][C:2]1[CH:3]=[C:4]([CH:6]=[CH:7][C:8]=1[O:9][C:10]1[CH:11]=[N:12][C:13]([CH3:16])=[CH:14][CH:15]=1)[NH2:5].Cl.O1CCOCC1.Cl[C:25]1[C:34]2[C:29](=[CH:30][CH:31]=[CH:32][C:33]=2[F:35])[N:28]=[CH:27][N:26]=1. (3) Given the product [CH3:36][O:1][CH2:2][C@H:3]([NH:5][C:6]([C:8]1[C:16]2[C:11](=[N:12][CH:13]=[C:14]([C:17]3[C:25]4[C:20](=[CH:21][C:22]([Cl:26])=[CH:23][CH:24]=4)[N:19]([CH3:27])[N:18]=3)[N:15]=2)[N:10]([CH2:28][O:29][CH2:30][CH2:31][Si:32]([CH3:34])([CH3:33])[CH3:35])[CH:9]=1)=[O:7])[CH3:4], predict the reactants needed to synthesize it. The reactants are: [OH:1][CH2:2][C@H:3]([NH:5][C:6]([C:8]1[C:16]2[C:11](=[N:12][CH:13]=[C:14]([C:17]3[C:25]4[C:20](=[CH:21][C:22]([Cl:26])=[CH:23][CH:24]=4)[N:19]([CH3:27])[N:18]=3)[N:15]=2)[N:10]([CH2:28][O:29][CH2:30][CH2:31][Si:32]([CH3:35])([CH3:34])[CH3:33])[CH:9]=1)=[O:7])[CH3:4].[CH3:36]I. (4) Given the product [NH2:10][C:11]1[N:12]=[C:13]([C:28]2[CH:29]=[CH:30][CH:31]=[CH:32][CH:33]=2)[C:14]([C:18]2[CH:19]=[CH:20][C:21](=[O:27])[N:22]([CH:24]([CH3:26])[CH3:25])[CH:23]=2)=[N:15][C:16]=1[O:7][C:1]1[CH:6]=[CH:5][CH:4]=[CH:3][CH:2]=1, predict the reactants needed to synthesize it. The reactants are: [C:1]1([OH:7])[CH:6]=[CH:5][CH:4]=[CH:3][CH:2]=1.[H-].[Na+].[NH2:10][C:11]1[N:12]=[C:13]([C:28]2[CH:33]=[CH:32][CH:31]=[CH:30][CH:29]=2)[C:14]([C:18]2[CH:19]=[CH:20][C:21](=[O:27])[N:22]([CH:24]([CH3:26])[CH3:25])[CH:23]=2)=[N:15][C:16]=1Br.CCOC(C)=O. (5) Given the product [F:14][C:15]([F:24])([F:25])[C:16]1[C:17]([C:18]([O:20][CH2:21][CH3:22])=[O:19])=[CH:8][C:7]2[C:2](=[N:3][C:4]([C:10]([F:13])([F:12])[F:11])=[CH:5][CH:6]=2)[N:1]=1, predict the reactants needed to synthesize it. The reactants are: [NH2:1][C:2]1[C:7]([CH:8]=O)=[CH:6][CH:5]=[C:4]([C:10]([F:13])([F:12])[F:11])[N:3]=1.[F:14][C:15]([F:25])([F:24])[C:16](=O)[CH2:17][C:18]([O:20][CH2:21][CH3:22])=[O:19].N1CCCCC1. (6) Given the product [C:1]([O:5][C:6]([N:8]1[CH2:30][C@H:31]2[N:36]([C:37](=[O:44])[C:38]3[CH:39]=[CH:40][CH:41]=[CH:42][CH:43]=3)[CH2:35][C@H:34]([OH:33])[C@H:32]2[N:9]1[C:10](=[O:29])[C@@H:11]([NH:16][C:17](=[O:28])[C:18]1[CH:23]=[CH:22][C:21]([C:24]([CH3:27])([CH3:25])[CH3:26])=[CH:20][CH:19]=1)[CH2:12][CH:13]([CH3:15])[CH3:14])=[O:7])([CH3:4])([CH3:3])[CH3:2], predict the reactants needed to synthesize it. The reactants are: [C:1]([O:5][C:6]([N:8]([CH2:30][C@@H:31]1[N:36]([C:37](=[O:44])[C:38]2[CH:43]=[CH:42][CH:41]=[CH:40][CH:39]=2)[CH2:35][CH:34]2[CH:32]1[O:33]2)[NH:9][C:10](=[O:29])[C@@H:11]([NH:16][C:17](=[O:28])[C:18]1[CH:23]=[CH:22][C:21]([C:24]([CH3:27])([CH3:26])[CH3:25])=[CH:20][CH:19]=1)[CH2:12][CH:13]([CH3:15])[CH3:14])=[O:7])([CH3:4])([CH3:3])[CH3:2].C(=O)([O-])[O-].[K+].[K+].